Dataset: Reaction yield outcomes from USPTO patents with 853,638 reactions. Task: Predict the reaction yield, written as a fraction of the theoretical maximum amount of product (1.0 means a 100% yield; for example, 0.34 means a 34% yield). (1) The yield is 0.200. The catalyst is CO.C1COCC1.C(Cl)Cl.[Pd]. The reactants are [O:1]1[CH2:6][CH:5]=[C:4]([C:7]2[N:12]=[C:11]([N:13]3[CH2:18][CH2:17][O:16][CH2:15][CH2:14]3)[N:10]=[C:9]([C:19]3[CH:24]=[CH:23][C:22]([NH:25][C:26]([NH:28][C:29]4[CH:34]=[CH:33][N:32]=[CH:31][CH:30]=4)=[O:27])=[CH:21][CH:20]=3)[N:8]=2)[CH2:3][CH2:2]1. The product is [N:13]1([C:11]2[N:12]=[C:7]([CH:4]3[CH2:5][CH2:6][O:1][CH2:2][CH2:3]3)[N:8]=[C:9]([C:19]3[CH:24]=[CH:23][C:22]([NH:25][C:26]([NH:28][C:29]4[CH:30]=[CH:31][N:32]=[CH:33][CH:34]=4)=[O:27])=[CH:21][CH:20]=3)[N:10]=2)[CH2:14][CH2:15][O:16][CH2:17][CH2:18]1. (2) The reactants are C([O:4][CH2:5][C:6]1[C:7]([N:29]2[N:38]=[CH:37][C:36]3[C:31](=[C:32]([F:43])[CH:33]=[C:34]([C:39]([CH3:42])([CH3:41])[CH3:40])[CH:35]=3)[C:30]2=[O:44])=[N:8][CH:9]=[CH:10][C:11]=1[C:12]1[CH:17]=[C:16]([NH:18][C:19]2[CH:20]=[C:21]3[CH2:26][CH2:25][CH2:24][N:22]3[N:23]=2)[C:15](=[O:27])[N:14]([CH3:28])[CH:13]=1)(=O)C.[OH-].[Li+].O. The catalyst is C1COCC1.C(O)(C)C.O. The product is [C:39]([C:34]1[CH:35]=[C:36]2[C:31](=[C:32]([F:43])[CH:33]=1)[C:30](=[O:44])[N:29]([C:7]1[C:6]([CH2:5][OH:4])=[C:11]([C:12]3[CH:17]=[C:16]([NH:18][C:19]4[CH:20]=[C:21]5[CH2:26][CH2:25][CH2:24][N:22]5[N:23]=4)[C:15](=[O:27])[N:14]([CH3:28])[CH:13]=3)[CH:10]=[CH:9][N:8]=1)[N:38]=[CH:37]2)([CH3:42])([CH3:40])[CH3:41]. The yield is 0.333. (3) The reactants are [CH2:1]([C:5]1[NH:6][C:7]([CH2:11][NH:12][C:13]2[N:14]=[CH:15][NH:16][C:17]=2[C:18]([NH2:20])=[O:19])=[C:8]([Cl:10])[N:9]=1)[CH2:2][CH2:3][CH3:4].[C:21]([N:29]=[C:30]=[S:31])(=[O:28])[C:22]1[CH:27]=[CH:26][CH:25]=[CH:24][CH:23]=1. The catalyst is C(Cl)Cl.CO. The product is [C:21]([NH:29][C:30]([CH:11]([NH:12][C:13]1[N:14]=[CH:15][NH:16][C:17]=1[C:18]([NH2:20])=[O:19])[C:7]1[NH:6][C:5]([CH2:1][CH2:2][CH2:3][CH3:4])=[N:9][C:8]=1[Cl:10])=[S:31])(=[O:28])[C:22]1[CH:27]=[CH:26][CH:25]=[CH:24][CH:23]=1. The yield is 0.380. (4) The reactants are [Br:1][C:2]1[CH:3]=[C:4]([CH:7]=[O:8])[S:5][CH:6]=1.P([O-])(O)(O)=[O:10].[Na+].OO.Cl([O-])=O.[Na+]. The catalyst is O.C(#N)C. The product is [Br:1][C:2]1[CH:3]=[C:4]([C:7]([OH:10])=[O:8])[S:5][CH:6]=1. The yield is 0.970. (5) The reactants are [H-].[H-].[H-].[H-].[Li+].[Al+3].C([O:9][C:10](=O)[C:11]1[CH:16]=[CH:15][C:14]([NH2:17])=[CH:13][C:12]=1[CH2:18][CH3:19])C. The catalyst is C1COCC1. The product is [NH2:17][C:14]1[CH:15]=[CH:16][C:11]([CH2:10][OH:9])=[C:12]([CH2:18][CH3:19])[CH:13]=1. The yield is 0.810. (6) The reactants are [CH3:1][C:2]1[C:3]([N+:13]([O-])=O)=[C:4]2[C:9](=[CH:10][CH:11]=1)[C:8](=[O:12])[NH:7][CH:6]=[CH:5]2. The catalyst is C(O)(=O)C.CN(C=O)C. The product is [NH2:13][C:3]1[C:2]([CH3:1])=[CH:11][CH:10]=[C:9]2[C:4]=1[CH:5]=[CH:6][NH:7][C:8]2=[O:12]. The yield is 0.640. (7) The reactants are N[C:2]1[S:3][C:4]2[C:13]3[C:12](=[O:14])[NH:11][CH2:10][CH2:9][C:8]=3[CH:7]=[CH:6][C:5]=2[N:15]=1.N([O-])=O.[Na+].[PH2](O)=O.[OH-].[K+]. The catalyst is P(O)(O)O.C(OCC)(=O)C.O. The product is [S:3]1[C:4]2[C:13]3[C:12](=[O:14])[NH:11][CH2:10][CH2:9][C:8]=3[CH:7]=[CH:6][C:5]=2[N:15]=[CH:2]1. The yield is 0.100.